This data is from Forward reaction prediction with 1.9M reactions from USPTO patents (1976-2016). The task is: Predict the product of the given reaction. (1) Given the reactants Cl[C:2]1[N:3]([CH3:17])[C:4](=[O:16])[C:5]([O:13][CH2:14][CH3:15])=[C:6]([C:8]([O:10][CH2:11][CH3:12])=[O:9])[N:7]=1.[O:18]1[CH:22]=[CH:21][CH:20]=[C:19]1B(O)O.[F-].[K+], predict the reaction product. The product is: [CH2:14]([O:13][C:5]1[C:4](=[O:16])[N:3]([CH3:17])[C:2]([C:19]2[O:18][CH:22]=[CH:21][CH:20]=2)=[N:7][C:6]=1[C:8]([O:10][CH2:11][CH3:12])=[O:9])[CH3:15]. (2) Given the reactants Cl[C:2]1[CH:7]=[C:6]([C:8]2[N:13]=[C:12]([C:14]([F:17])([F:16])[F:15])[CH:11]=[C:10]([C:18]3[CH:23]=[CH:22][CH:21]=[C:20]([C:24]([F:27])([F:26])[F:25])[CH:19]=3)[N:9]=2)[CH:5]=[CH:4][N:3]=1.[NH2:28][C:29]1[CH:34]=[CH:33][C:32](B2OC(C)(C)C(C)(C)O2)=[CH:31][N:30]=1, predict the reaction product. The product is: [F:15][C:14]([F:17])([F:16])[C:12]1[CH:11]=[C:10]([C:18]2[CH:23]=[CH:22][CH:21]=[C:20]([C:24]([F:27])([F:26])[F:25])[CH:19]=2)[N:9]=[C:8]([C:6]2[CH:5]=[CH:4][N:3]=[C:2]([C:32]3[CH:31]=[N:30][C:29]([NH2:28])=[CH:34][CH:33]=3)[CH:7]=2)[N:13]=1. (3) Given the reactants [CH2:1]([N:8]1[C:16]2[C:15](=[O:17])[NH:14][C:13](=[O:18])[N:12]([CH3:19])[C:11]=2[N:10]=[C:9]1[Br:20])[C:2]1[CH:7]=[CH:6][CH:5]=[CH:4][CH:3]=1.Br[CH2:22][C:23]([C:25]1[CH:30]=[CH:29][CH:28]=[CH:27][CH:26]=1)=[O:24], predict the reaction product. The product is: [CH2:1]([N:8]1[C:16]2[C:15](=[O:17])[N:14]([CH2:22][C:23](=[O:24])[C:25]3[CH:30]=[CH:29][CH:28]=[CH:27][CH:26]=3)[C:13](=[O:18])[N:12]([CH3:19])[C:11]=2[N:10]=[C:9]1[Br:20])[C:2]1[CH:7]=[CH:6][CH:5]=[CH:4][CH:3]=1.